From a dataset of Forward reaction prediction with 1.9M reactions from USPTO patents (1976-2016). Predict the product of the given reaction. Given the reactants Cl.Cl.[CH2:3]([N:5]=[C:6]=[N:7][CH2:8][CH2:9][CH2:10][N:11]([CH3:13])[CH3:12])[CH3:4], predict the reaction product. The product is: [CH3:4][CH2:3][N:5]=[C:6]=[N:7][CH2:8][CH2:9][CH2:10][N:11]([CH3:13])[CH3:12].